From a dataset of Catalyst prediction with 721,799 reactions and 888 catalyst types from USPTO. Predict which catalyst facilitates the given reaction. Reactant: [NH2:1][C:2]1[CH:3]=[C:4]([CH:9]=[CH:10][CH:11]=1)[C:5]([O:7][CH3:8])=[O:6].[OH:12][C:13]1[CH:18]=[C:17]([CH3:19])[O:16][C:15](=O)[CH:14]=1. Product: [OH:12][C:13]1[CH:18]=[C:17]([CH3:19])[N:1]([C:2]2[CH:3]=[C:4]([CH:9]=[CH:10][CH:11]=2)[C:5]([O:7][CH3:8])=[O:6])[C:15](=[O:16])[CH:14]=1. The catalyst class is: 262.